From a dataset of Catalyst prediction with 721,799 reactions and 888 catalyst types from USPTO. Predict which catalyst facilitates the given reaction. The catalyst class is: 2. Reactant: [F:1][C:2]1[CH:7]=[C:6]([NH2:8])[CH:5]=[CH:4][C:3]=1[NH:9][CH2:10][CH2:11][N:12]1[CH2:17][CH2:16][O:15][CH2:14][CH2:13]1.C[Al](C)C.[NH:22](/[C:26](/[CH3:32])=[CH:27]\[C:28](OC)=[O:29])[C:23]([CH3:25])=O. Product: [F:1][C:2]1[CH:7]=[C:6]([N:8]2[C:28](=[O:29])[CH:27]=[C:26]([CH3:32])[N:22]=[C:23]2[CH3:25])[CH:5]=[CH:4][C:3]=1[NH:9][CH2:10][CH2:11][N:12]1[CH2:17][CH2:16][O:15][CH2:14][CH2:13]1.